Predict which catalyst facilitates the given reaction. From a dataset of Catalyst prediction with 721,799 reactions and 888 catalyst types from USPTO. Reactant: [CH3:1][C:2]1[C:11]2[C:6](=[CH:7][CH:8]=[CH:9][CH:10]=2)[CH:5]=[CH:4][CH:3]=1.[N+:12]([O-])([OH:14])=[O:13]. Product: [CH3:1][C:2]1[C:11]2[C:6](=[CH:7][CH:8]=[CH:9][CH:10]=2)[C:5]([N+:12]([O-:14])=[O:13])=[CH:4][CH:3]=1. The catalyst class is: 6.